Dataset: Peptide-MHC class I binding affinity with 185,985 pairs from IEDB/IMGT. Task: Regression. Given a peptide amino acid sequence and an MHC pseudo amino acid sequence, predict their binding affinity value. This is MHC class I binding data. The peptide sequence is AMIENLEYM. The MHC is H-2-Db with pseudo-sequence H-2-Db. The binding affinity (normalized) is 0.706.